This data is from Catalyst prediction with 721,799 reactions and 888 catalyst types from USPTO. The task is: Predict which catalyst facilitates the given reaction. Reactant: [H-].[Na+].[O:3]=[C:4]([CH3:13])[CH2:5][C:6]([O:8][C:9]([CH3:12])([CH3:11])[CH3:10])=[O:7].Br[CH2:15][C:16]([C:18]1[C:23]([O:24][C:25]2[CH:30]=[CH:29][CH:28]=[CH:27][CH:26]=2)=[CH:22][CH:21]=[CH:20][C:19]=1[N+:31]([O-:33])=[O:32])=[O:17]. Product: [C:4]([CH:5]([CH2:15][C:16]([C:18]1[C:23]([O:24][C:25]2[CH:30]=[CH:29][CH:28]=[CH:27][CH:26]=2)=[CH:22][CH:21]=[CH:20][C:19]=1[N+:31]([O-:33])=[O:32])=[O:17])[C:6]([O:8][C:9]([CH3:12])([CH3:11])[CH3:10])=[O:7])(=[O:3])[CH3:13]. The catalyst class is: 7.